From a dataset of Full USPTO retrosynthesis dataset with 1.9M reactions from patents (1976-2016). Predict the reactants needed to synthesize the given product. (1) The reactants are: [CH3:1][C@@H:2]([O:12][C:13]1[CH:14]=[C:15]([C:20]2[CH:21]=[N:22][N:23]([CH:25]3[CH2:30][CH2:29][NH:28][CH2:27][CH2:26]3)[CH:24]=2)[CH:16]=[N:17][C:18]=1[NH2:19])[C:3]1[C:4]([Cl:11])=[CH:5][CH:6]=[C:7]([F:10])[C:8]=1[Cl:9].[C:31](Cl)(=[O:42])[O:32][C:33]1[CH:38]=[CH:37][C:36]([N+:39]([O-:41])=[O:40])=[CH:35][CH:34]=1. Given the product [NH2:19][C:18]1[N:17]=[CH:16][C:15]([C:20]2[CH:21]=[N:22][N:23]([CH:25]3[CH2:30][CH2:29][N:28]([C:31]([O:32][C:33]4[CH:34]=[CH:35][C:36]([N+:39]([O-:41])=[O:40])=[CH:37][CH:38]=4)=[O:42])[CH2:27][CH2:26]3)[CH:24]=2)=[CH:14][C:13]=1[O:12][C@@H:2]([C:3]1[C:4]([Cl:11])=[CH:5][CH:6]=[C:7]([F:10])[C:8]=1[Cl:9])[CH3:1], predict the reactants needed to synthesize it. (2) Given the product [F:41][C:40]1[CH:39]=[CH:38][C:23]([C:24](=[O:25])[NH:26][C@@H:27]2[C:35]3[C:30](=[CH:31][C:32]([F:36])=[CH:33][CH:34]=3)[CH2:29][C@@H:28]2[OH:37])=[CH:22][C:21]=1[NH:20][C:11]([C:8]1[N:6]2[CH:7]=[C:2]([CH3:1])[CH:3]=[CH:4][C:5]2=[N:10][CH:9]=1)=[O:13], predict the reactants needed to synthesize it. The reactants are: [CH3:1][C:2]1[CH:3]=[CH:4][C:5]2[N:6]([C:8]([C:11]([OH:13])=O)=[CH:9][N:10]=2)[CH:7]=1.C(Cl)(=O)C(Cl)=O.[NH2:20][C:21]1[CH:22]=[C:23]([CH:38]=[CH:39][C:40]=1[F:41])[C:24]([NH:26][C@@H:27]1[C:35]2[C:30](=[CH:31][C:32]([F:36])=[CH:33][CH:34]=2)[CH2:29][C@@H:28]1[OH:37])=[O:25].N1C=CC=CC=1. (3) Given the product [OH:33][CH:32]([CH2:34][OH:21])[CH2:31][N:8]1[C:9](=[O:12])[CH:10]=[N:11][C:6]2[CH:5]=[CH:4][C:3]([O:2][CH3:1])=[N:16][C:7]1=2, predict the reactants needed to synthesize it. The reactants are: [CH3:1][O:2][C:3]1[CH:4]=[CH:5][C:6]2[N:11]=[CH:10][C:9](=[O:12])[N:8](CC=C)[C:7]=2[N:16]=1.C[N+]1([O-])CC[O:21]CC1.O1CCCC1.O.[CH3:31][C:32]([CH3:34])=[O:33].